This data is from Catalyst prediction with 721,799 reactions and 888 catalyst types from USPTO. The task is: Predict which catalyst facilitates the given reaction. (1) The catalyst class is: 4. Reactant: [I-].[CH:2]([C:4]1[C:13]([O:14][CH3:15])=[CH:12][CH:11]=[C:10]2[C:5]=1[CH2:6][CH2:7][N:8]([C:16]([N:18]1[CH:22]=[CH:21][N+:20]([CH3:23])=[CH:19]1)=[O:17])[CH2:9]2)=[O:3].N1(CCN)C[CH2:28][O:27][CH2:26]C1.C(N(CC)CC)C. Product: [N:20]1([CH2:21][CH2:22][NH:18][C:16]([N:8]2[CH2:7][CH2:6][C:5]3[C:10](=[CH:11][CH:12]=[C:13]([O:14][CH3:15])[C:4]=3[CH:2]=[O:3])[CH2:9]2)=[O:17])[CH2:23][CH2:28][O:27][CH2:26][CH2:19]1. (2) Reactant: [CH3:1][C@H:2]([CH2:29][CH:30]=[CH2:31])[C:3]([O:5][C@H:6]([C:23]1[CH:28]=[CH:27][CH:26]=[CH:25][CH:24]=1)[CH2:7][NH:8][C:9]([C@@H:11]([CH2:20]C=C)[CH2:12][C:13]([O:15][C:16]([CH3:19])([CH3:18])[CH3:17])=[O:14])=[O:10])=[O:4]. Product: [CH3:1][C@H:2]1[C:3](=[O:4])[O:5][C@H:6]([C:23]2[CH:24]=[CH:25][CH:26]=[CH:27][CH:28]=2)[CH2:7][NH:8][C:9](=[O:10])[C@H:11]([CH2:12][C:13]([O:15][C:16]([CH3:17])([CH3:18])[CH3:19])=[O:14])[CH2:20][CH:31]=[CH:30][CH2:29]1. The catalyst class is: 11.